From a dataset of Full USPTO retrosynthesis dataset with 1.9M reactions from patents (1976-2016). Predict the reactants needed to synthesize the given product. (1) The reactants are: [CH2:1]([O:3][C:4]([N:6]1[CH2:12][CH2:11][C:10]2[CH:13]=[C:14]([OH:18])[C:15]([I:17])=[CH:16][C:9]=2[CH2:8][CH2:7]1)=[O:5])[CH3:2].[H-].[Na+].I[CH2:22][CH2:23][C:24]([OH:26])=[O:25]. Given the product [CH2:1]([O:3][C:4]([N:6]1[CH2:12][CH2:11][C:10]2[CH:13]=[C:14]([O:18][CH2:22][CH2:23][C:24]([OH:26])=[O:25])[C:15]([I:17])=[CH:16][C:9]=2[CH2:8][CH2:7]1)=[O:5])[CH3:2], predict the reactants needed to synthesize it. (2) Given the product [F:18][CH:19]([C:7]([C:6]1[CH:5]=[N:4][C:3]([O:2][CH3:1])=[CH:11][CH:10]=1)=[O:9])[C:20]#[N:21], predict the reactants needed to synthesize it. The reactants are: [CH3:1][O:2][C:3]1[CH:11]=[CH:10][C:6]([C:7]([OH:9])=O)=[CH:5][N:4]=1.C(Cl)(=O)C(Cl)=O.[F:18][CH2:19][C:20]#[N:21].[Li+].C[Si]([N-][Si](C)(C)C)(C)C.C(OCC)C. (3) Given the product [C:1]([CH:5]1[CH2:6][CH2:7][CH:8]([O:11][C:15]2[C:24]3[C:19](=[CH:20][C:21]([C:25]4[C:30]([C:31]([F:32])([F:34])[F:33])=[CH:29][CH:28]=[CH:27][N:26]=4)=[CH:22][CH:23]=3)[N:18]=[CH:17][N:16]=2)[CH2:9][CH2:10]1)([CH3:4])([CH3:2])[CH3:3], predict the reactants needed to synthesize it. The reactants are: [C:1]([CH:5]1[CH2:10][CH2:9][CH:8]([OH:11])[CH2:7][CH2:6]1)([CH3:4])([CH3:3])[CH3:2].[H-].[Na+].Cl[C:15]1[C:24]2[C:19](=[CH:20][C:21]([C:25]3[C:30]([C:31]([F:34])([F:33])[F:32])=[CH:29][CH:28]=[CH:27][N:26]=3)=[CH:22][CH:23]=2)[N:18]=[CH:17][N:16]=1. (4) Given the product [CH2:9]([NH:11][CH2:8][CH2:1][CH2:2][CH2:3][S:4]([OH:7])(=[O:6])=[O:5])[CH3:10], predict the reactants needed to synthesize it. The reactants are: [CH2:1]1[CH2:8][O:7][S:4](=[O:6])(=[O:5])[CH2:3][CH2:2]1.[CH2:9]([NH2:11])[CH3:10].CCO. (5) Given the product [ClH:18].[N:1]1[CH:6]=[CH:5][CH:4]=[C:3]([C:7]2([NH2:10])[CH2:9][CH2:8]2)[N:2]=1, predict the reactants needed to synthesize it. The reactants are: [N:1]1[CH:6]=[CH:5][CH:4]=[C:3]([C:7]2([NH:10]C(=O)OC(C)(C)C)[CH2:9][CH2:8]2)[N:2]=1.[ClH:18]. (6) Given the product [C:17]([NH:21][C:22]([NH:1][CH:2]([C:5]1[CH:10]=[CH:9][CH:8]=[C:7]([N+:11]([O-:13])=[O:12])[CH:6]=1)[CH2:3][OH:4])=[S:23])([CH3:20])([CH3:19])[CH3:18], predict the reactants needed to synthesize it. The reactants are: [NH2:1][CH:2]([C:5]1[CH:10]=[CH:9][CH:8]=[C:7]([N+:11]([O-:13])=[O:12])[CH:6]=1)[CH2:3][OH:4].ClCCl.[C:17]([N:21]=[C:22]=[S:23])([CH3:20])([CH3:19])[CH3:18]. (7) Given the product [Cl:2][CH2:3][C:4]1[CH:12]=[CH:11][C:7]([C:8]([NH2:1])=[O:9])=[CH:6][CH:5]=1, predict the reactants needed to synthesize it. The reactants are: [NH3:1].[Cl:2][CH2:3][C:4]1[CH:12]=[CH:11][C:7]([C:8](Cl)=[O:9])=[CH:6][CH:5]=1.